From a dataset of Catalyst prediction with 721,799 reactions and 888 catalyst types from USPTO. Predict which catalyst facilitates the given reaction. (1) Reactant: C[O:2][C:3](=[O:27])[CH2:4][C:5]1[C:9]2[C:10]([F:26])=[CH:11][C:12]([O:14][CH2:15][C:16]3[N:20]([CH3:21])[N:19]=[C:18]([C:22]([F:25])([F:24])[F:23])[CH:17]=3)=[CH:13][C:8]=2[S:7][CH:6]=1.[OH-].[Na+].C1COCC1.Cl. Product: [F:26][C:10]1[C:9]2[C:5]([CH2:4][C:3]([OH:27])=[O:2])=[CH:6][S:7][C:8]=2[CH:13]=[C:12]([O:14][CH2:15][C:16]2[N:20]([CH3:21])[N:19]=[C:18]([C:22]([F:24])([F:23])[F:25])[CH:17]=2)[CH:11]=1. The catalyst class is: 72. (2) Reactant: C(O)[C@H]([C@H]([C@@H]([C@@H](CO)O)O)O)O.[CH3:13][N:14]1[C@@H:23]2[CH2:24][C:25]3[CH:30]=[CH:29][C:28]([OH:31])=[C:27]([OH:32])[C:26]=3[C:21]3[C:22]2=[C:17]([CH:18]=[CH:19][CH:20]=3)[CH2:16][CH2:15]1.Cl.C(O)(=O)CC(CC(O)=O)(C(O)=O)O. Product: [CH3:13][N:14]1[C@@H:23]2[CH2:24][C:25]3[CH:30]=[CH:29][C:28]([OH:31])=[C:27]([OH:32])[C:26]=3[C:21]3[C:22]2=[C:17]([CH:18]=[CH:19][CH:20]=3)[CH2:16][CH2:15]1. The catalyst class is: 6.